Dataset: Forward reaction prediction with 1.9M reactions from USPTO patents (1976-2016). Task: Predict the product of the given reaction. (1) The product is: [Cl:17][C:15]1[CH:16]=[C:11]([CH:12]=[C:13]([Cl:40])[C:14]=1[C:18]1[NH:22][C:21]2[CH:23]=[C:24]([C:27](=[O:39])[NH:28][C:29]3[CH:38]=[CH:37][C:36]4[C:31](=[CH:32][CH:33]=[CH:34][CH:35]=4)[N:30]=3)[CH:25]=[CH:26][C:20]=2[N:19]=1)[O:10][CH2:9][P:4](=[O:3])([OH:8])[OH:5]. Given the reactants C([O:3][P:4]([CH2:9][O:10][C:11]1[CH:16]=[C:15]([Cl:17])[C:14]([C:18]2[NH:22][C:21]3[CH:23]=[C:24]([C:27](=[O:39])[NH:28][C:29]4[CH:38]=[CH:37][C:36]5[C:31](=[CH:32][CH:33]=[CH:34][CH:35]=5)[N:30]=4)[CH:25]=[CH:26][C:20]=3[N:19]=2)=[C:13]([Cl:40])[CH:12]=1)(=[O:8])[O:5]CC)C.C[Si](Br)(C)C, predict the reaction product. (2) Given the reactants Cl.[Cl:2][C:3]1[CH:4]=[C:5]2[C:9](=[CH:10][CH:11]=1)[NH:8][CH:7]=[C:6]2[CH2:12][CH2:13][NH2:14].[CH3:15][C:16]1[C:20]([C:21](Cl)=[O:22])=[C:19]([C:24]2[CH:29]=[CH:28][CH:27]=[CH:26][CH:25]=2)[O:18][N:17]=1.C(N(CC)CC)C.C(OCC)(=O)C, predict the reaction product. The product is: [Cl:2][C:3]1[CH:4]=[C:5]2[C:9](=[CH:10][CH:11]=1)[NH:8][CH:7]=[C:6]2[CH2:12][CH2:13][NH:14][C:21]([C:20]1[C:16]([CH3:15])=[N:17][O:18][C:19]=1[C:24]1[CH:25]=[CH:26][CH:27]=[CH:28][CH:29]=1)=[O:22]. (3) Given the reactants [CH3:1][O:2][C:3]([C:5]1[CH:9]=[CH:8][O:7][C:6]=1[CH2:10][C:11]([O:13][CH3:14])=[O:12])=[O:4].[Cl:15]N1C(=O)CCC1=O, predict the reaction product. The product is: [Cl:15][C:8]1[O:7][C:6]([CH2:10][C:11]([O:13][CH3:14])=[O:12])=[C:5]([C:3]([O:2][CH3:1])=[O:4])[CH:9]=1. (4) The product is: [CH3:1][O:16][CH:13]1[N:12]([C:17]([O:19][C:20]([CH3:23])([CH3:22])[CH3:21])=[O:18])[C:11]([CH3:24])([CH3:10])[CH2:15][CH2:14]1. Given the reactants [CH3:1]C(C[AlH]CC(C)C)C.[CH3:10][C:11]1([CH3:24])[CH2:15][CH2:14][C:13](=[O:16])[N:12]1[C:17]([O:19][C:20]([CH3:23])([CH3:22])[CH3:21])=[O:18], predict the reaction product.